This data is from HIV replication inhibition screening data with 41,000+ compounds from the AIDS Antiviral Screen. The task is: Binary Classification. Given a drug SMILES string, predict its activity (active/inactive) in a high-throughput screening assay against a specified biological target. (1) The molecule is COc1cc(OC)c2c(=O)c3ccccc3n3c(C(C)O)cc1c23. The result is 0 (inactive). (2) The result is 0 (inactive). The compound is CN(C(=O)C12C3(C(=O)C(C)(C)C)C4C5(C#N)C3C1(C(=O)C(C)(C)C)C5C42C(=O)C(C)(C)C)C(C)(C)C.